Dataset: Catalyst prediction with 721,799 reactions and 888 catalyst types from USPTO. Task: Predict which catalyst facilitates the given reaction. Reactant: Cl[C:2]1[C:11]2[C:6](=[CH:7][CH:8]=[C:9]([I:12])[CH:10]=2)[N:5]=[CH:4][C:3]=1[C:13]#[N:14].[O-:15][CH2:16][CH3:17].[Na+]. Product: [CH2:16]([O:15][C:2]1[C:11]2[C:6](=[CH:7][CH:8]=[C:9]([I:12])[CH:10]=2)[N:5]=[CH:4][C:3]=1[C:13]#[N:14])[CH3:17]. The catalyst class is: 8.